Dataset: Catalyst prediction with 721,799 reactions and 888 catalyst types from USPTO. Task: Predict which catalyst facilitates the given reaction. Reactant: [NH2:1][C:2]1[CH:9]=[CH:8][CH:7]=[CH:6][C:3]=1[CH2:4][OH:5].[C:10](O[C:10]([O:12][C:13]([CH3:16])([CH3:15])[CH3:14])=[O:11])([O:12][C:13]([CH3:16])([CH3:15])[CH3:14])=[O:11]. Product: [C:10]([NH:1][C:2]1[CH:9]=[CH:8][CH:7]=[CH:6][C:3]=1[CH2:4][OH:5])([O:12][C:13]([CH3:16])([CH3:15])[CH3:14])=[O:11]. The catalyst class is: 8.